The task is: Predict the reactants needed to synthesize the given product.. This data is from Full USPTO retrosynthesis dataset with 1.9M reactions from patents (1976-2016). (1) The reactants are: Cl[C:2]1[CH:3]=[CH:4][N:5]2[C:10]([C:11]=1[CH3:12])=[C:9]([CH:13]1[CH2:15][CH2:14]1)[CH:8]=[C:7]([C:16]([O:18][CH3:19])=[O:17])[C:6]2=[O:20].[F:21][C:22]1[CH:28]=[C:27](B2OC(C)(C)C(C)(C)O2)[C:26]([F:38])=[CH:25][C:23]=1[NH2:24]. Given the product [NH2:24][C:23]1[C:22]([F:21])=[CH:28][C:27]([C:2]2[CH:3]=[CH:4][N:5]3[C:10]([C:11]=2[CH3:12])=[C:9]([CH:13]2[CH2:15][CH2:14]2)[CH:8]=[C:7]([C:16]([O:18][CH3:19])=[O:17])[C:6]3=[O:20])=[C:26]([F:38])[CH:25]=1, predict the reactants needed to synthesize it. (2) Given the product [Cl:18][CH2:10][C:7]1[CH:8]=[CH:9][C:4]([CH2:1][CH2:2][CH3:3])=[C:5]([C:12]([F:15])([F:14])[F:13])[CH:6]=1, predict the reactants needed to synthesize it. The reactants are: [CH2:1]([C:4]1[CH:9]=[CH:8][C:7]([CH2:10]O)=[CH:6][C:5]=1[C:12]([F:15])([F:14])[F:13])[CH2:2][CH3:3].S(Cl)([Cl:18])=O.